Predict the reactants needed to synthesize the given product. From a dataset of Full USPTO retrosynthesis dataset with 1.9M reactions from patents (1976-2016). (1) Given the product [Cl:1][C:2]1[CH:3]=[CH:4][C:5]([C:8]([C:9](=[O:14])[C:10]([CH3:11])([CH3:13])[CH3:12])=[CH:20][N:21]([CH3:23])[CH3:22])=[CH:6][CH:7]=1, predict the reactants needed to synthesize it. The reactants are: [Cl:1][C:2]1[CH:7]=[CH:6][C:5]([CH2:8][C:9](=[O:14])[C:10]([CH3:13])([CH3:12])[CH3:11])=[CH:4][CH:3]=1.C(O[CH:20](N(C)C)[N:21]([CH3:23])[CH3:22])(C)(C)C. (2) Given the product [F:2][C:3]([F:31])([F:32])[C:4]1[CH:5]=[C:6]([C:10]2[N:15]=[CH:14][C:13]([N:16]3[CH2:21][CH2:20][N:19]([C:22]([O:24][CH2:25][C:26]([NH2:1])=[O:27])=[O:23])[CH2:18][CH2:17]3)=[CH:12][CH:11]=2)[CH:7]=[CH:8][CH:9]=1, predict the reactants needed to synthesize it. The reactants are: [NH3:1].[F:2][C:3]([F:32])([F:31])[C:4]1[CH:5]=[C:6]([C:10]2[N:15]=[CH:14][C:13]([N:16]3[CH2:21][CH2:20][N:19]([C:22]([O:24][CH2:25][C:26](OCC)=[O:27])=[O:23])[CH2:18][CH2:17]3)=[CH:12][CH:11]=2)[CH:7]=[CH:8][CH:9]=1.O1CCCC1. (3) Given the product [CH:1]1([N:4]([CH2:7][C:8]2[CH:13]=[CH:12][C:11]([C:14]#[C:15][C:16]3[CH:21]=[CH:20][C:19]([CH2:22][C:23]([OH:25])=[O:24])=[CH:18][CH:17]=3)=[CH:10][C:9]=2[CH3:27])[CH2:5][CH3:6])[CH2:2][CH2:3]1, predict the reactants needed to synthesize it. The reactants are: [CH:1]1([N:4]([CH2:7][C:8]2[CH:13]=[CH:12][C:11]([C:14]#[C:15][C:16]3[CH:21]=[CH:20][C:19]([CH2:22][C:23]([O:25]C)=[O:24])=[CH:18][CH:17]=3)=[CH:10][C:9]=2[CH3:27])[CH2:5][CH3:6])[CH2:3][CH2:2]1.[OH-].[Na+].O.CC#N.